This data is from Reaction yield outcomes from USPTO patents with 853,638 reactions. The task is: Predict the reaction yield, written as a fraction of the theoretical maximum amount of product (1.0 means a 100% yield; for example, 0.34 means a 34% yield). (1) The reactants are [C:1]([C@H:5]1[CH2:10][CH2:9][C@H:8]([O:11][C:12]2[CH:13]=[C:14]3[C:19](=[CH:20][CH:21]=2)[CH:18]=[C:17]([CH2:22][NH:23][CH2:24][C:25]#[N:26])[CH:16]=[CH:15]3)[CH2:7][CH2:6]1)([CH3:4])([CH3:3])[CH3:2].[N-:27]=[N+:28]=[N-:29].[Na+].C([O-])(O)=O.[Na+]. The catalyst is O.C(O)(C)C.[Zn+2].[Br-].[Br-]. The yield is 0.110. The product is [NH:27]1[C:25]([CH2:24][NH:23][CH2:22][C:17]2[CH:16]=[CH:15][C:14]3[C:19](=[CH:20][CH:21]=[C:12]([O:11][C@H:8]4[CH2:9][CH2:10][C@H:5]([C:1]([CH3:4])([CH3:2])[CH3:3])[CH2:6][CH2:7]4)[CH:13]=3)[CH:18]=2)=[N:26][N:29]=[N:28]1. (2) The reactants are Cl[C:2]1[C:11]2[C:6](=[CH:7][CH:8]=[C:9]([Cl:12])[N:10]=2)[N:5]=[CH:4][C:3]=1[C:13](=[O:17])[CH:14]([CH3:16])[CH3:15].[CH3:18][N:19]([CH2:21][C@H:22]1[CH2:27][CH2:26][C@H:25]([NH2:28])[CH2:24][CH2:23]1)[CH3:20]. No catalyst specified. The product is [Cl:12][C:9]1[N:10]=[C:11]2[C:6](=[CH:7][CH:8]=1)[N:5]=[CH:4][C:3]([C:13](=[O:17])[CH:14]([CH3:16])[CH3:15])=[C:2]2[NH:28][CH:25]1[CH2:26][CH2:27][CH:22]([CH2:21][N:19]([CH3:20])[CH3:18])[CH2:23][CH2:24]1. The yield is 0.890. (3) The product is [OH:1][NH:2][C:6](=[O:5])[CH2:7][CH2:8][CH2:9][CH2:10][CH2:11][CH2:12][N:13]([C:27]1[CH:32]=[CH:31][CH:30]=[CH:29][N:28]=1)[C:14]1[CH:19]=[C:18]([C:20]2[CH:25]=[CH:24][CH:23]=[CH:22][C:21]=2[CH3:26])[CH:17]=[CH:16][N:15]=1. The reactants are [OH:1][NH2:2].C([O:5][C:6](=O)[CH2:7][CH2:8][CH2:9][CH2:10][CH2:11][CH2:12][N:13]([C:27]1[CH:32]=[CH:31][CH:30]=[CH:29][N:28]=1)[C:14]1[CH:19]=[C:18]([C:20]2[CH:25]=[CH:24][CH:23]=[CH:22][C:21]=2[CH3:26])[CH:17]=[CH:16][N:15]=1)C. The catalyst is CN(C=O)C.CO. The yield is 0.550. (4) The reactants are C1(P(=O)(C2C=CC=CC=2)C2C=CC=CC=2)C=CC=CC=1.FC(F)(F)S(OS(C(F)(F)F)(=O)=O)(=O)=O.[C:36]([N:39]1[CH2:44][CH2:43][N:42]([CH2:45][CH:46]([S:79]CC2C=CC=CC=2)[CH2:47][NH:48][C:49]([C:51]2[NH:52][C:53]3[C:58]([CH:59]=2)=[CH:57][C:56]([O:60][CH2:61][CH2:62][CH2:63][S:64]([CH3:67])(=[O:66])=[O:65])=[CH:55][C:54]=3[N:68]([CH3:78])[S:69]([C:72]2[CH:77]=[CH:76][CH:75]=[CH:74][N:73]=2)(=[O:71])=[O:70])=O)[CH2:41][CH2:40]1)(=[O:38])[CH3:37].C1(SC)C=CC=CC=1. The catalyst is ClCCl.C(OCC)(=O)C. The product is [C:36]([N:39]1[CH2:44][CH2:43][N:42]([CH2:45][CH:46]2[S:79][C:49]([C:51]3[NH:52][C:53]4[C:58]([CH:59]=3)=[CH:57][C:56]([O:60][CH2:61][CH2:62][CH2:63][S:64]([CH3:67])(=[O:66])=[O:65])=[CH:55][C:54]=4[N:68]([CH3:78])[S:69]([C:72]3[CH:77]=[CH:76][CH:75]=[CH:74][N:73]=3)(=[O:70])=[O:71])=[N:48][CH2:47]2)[CH2:41][CH2:40]1)(=[O:38])[CH3:37]. The yield is 0.370. (5) The reactants are [CH:1]1([C:4]([NH:6][C:7]2[N:8]=[C:9]3[CH:14]=[CH:13][C:12]([S:15][C:16]4[CH:24]=[CH:23][CH:22]=[CH:21][C:17]=4[C:18]([OH:20])=O)=[N:11][N:10]3[CH:25]=2)=[O:5])[CH2:3][CH2:2]1.[NH2:26][C:27]1[CH:32]=[CH:31][CH:30]=[CH:29][CH:28]=1.F[P-](F)(F)(F)(F)F.N1(OC(N(C)C)=[N+](C)C)C2N=CC=CC=2N=N1.C(N(CC)C(C)C)(C)C. The catalyst is CN(C)C=O. The product is [CH:1]1([C:4]([NH:6][C:7]2[N:8]=[C:9]3[CH:14]=[CH:13][C:12]([S:15][C:16]4[CH:24]=[CH:23][CH:22]=[CH:21][C:17]=4[C:18]([NH:26][C:27]4[CH:32]=[CH:31][CH:30]=[CH:29][CH:28]=4)=[O:20])=[N:11][N:10]3[CH:25]=2)=[O:5])[CH2:3][CH2:2]1. The yield is 0.930.